This data is from Reaction yield outcomes from USPTO patents with 853,638 reactions. The task is: Predict the reaction yield, written as a fraction of the theoretical maximum amount of product (1.0 means a 100% yield; for example, 0.34 means a 34% yield). (1) The catalyst is O1CCOCC1.C(OCC)(=O)C. The product is [CH:11]1([N:8]2[C:9]3[C:5](=[CH:4][C:3]([F:20])=[C:2]([CH3:21])[CH:10]=3)[C:6]([C:16]([O:18][CH3:19])=[O:17])=[CH:7]2)[CH2:15][CH2:14][CH2:13][CH2:12]1. The yield is 0.970. The reactants are Br[C:2]1[CH:10]=[C:9]2[C:5]([C:6]([C:16]([O:18][CH3:19])=[O:17])=[CH:7][N:8]2[CH:11]2[CH2:15][CH2:14][CH2:13][CH2:12]2)=[CH:4][C:3]=1[F:20].[CH3:21][Zn]C.CO.Cl. (2) The reactants are Cl[C:2]1[C:11]2[C:6](=[CH:7][CH:8]=[C:9]([N:12]3[CH2:16][CH2:15][CH2:14][C:13]3=[O:17])[CH:10]=2)[CH:5]=[N:4][CH:3]=1.[CH3:18][N:19]1[CH:23]=[C:22]([C:24]2[CH:29]=[CH:28][C:27](B3OC(C)(C)C(C)(C)O3)=[CH:26][CH:25]=2)[CH:21]=[N:20]1.C(Cl)Cl.C(=O)([O-])[O-].[Na+].[Na+]. The catalyst is C1C=CC(P(C2C=CC=CC=2)[C-]2C=CC=C2)=CC=1.C1C=CC(P(C2C=CC=CC=2)[C-]2C=CC=C2)=CC=1.Cl[Pd]Cl.[Fe+2].C(Cl)(Cl)Cl.C(#N)C. The product is [CH3:18][N:19]1[CH:23]=[C:22]([C:24]2[CH:25]=[CH:26][C:27]([C:2]3[C:11]4[C:6](=[CH:7][CH:8]=[C:9]([N:12]5[CH2:16][CH2:15][CH2:14][C:13]5=[O:17])[CH:10]=4)[CH:5]=[N:4][CH:3]=3)=[CH:28][CH:29]=2)[CH:21]=[N:20]1. The yield is 0.550. (3) The reactants are N[C:2]1[N:6]([C:7]2[CH:8]=[C:9]3[C:13](=[CH:14][CH:15]=2)[N:12]([C:16]([O:18][C:19](C)([CH3:21])C)=[O:17])[N:11]=[CH:10]3)[N:5]=[C:4]([C:23]([CH3:26])([CH3:25])[CH3:24])[CH:3]=1.[C:27](Cl)([O:29][CH2:30][C:31]([Cl:34])([Cl:33])[Cl:32])=[O:28].C([O-])(O)=O.[Na+].[CH3:41][CH2:42]OC(C)=O. No catalyst specified. The product is [C:23]([C:4]1[CH:3]=[C:2]([C:27]([O:29][CH2:30][C:31]([Cl:34])([Cl:33])[Cl:32])=[O:28])[N:6]([C:7]2[CH:8]=[C:9]3[C:13](=[CH:14][CH:15]=2)[N:12]([C:16]([O:18][CH2:19][CH2:21][CH2:41][CH3:42])=[O:17])[N:11]=[CH:10]3)[N:5]=1)([CH3:25])([CH3:26])[CH3:24]. The yield is 0.970. (4) The reactants are Br[CH2:2][C:3]1[CH:8]=[CH:7][CH:6]=[C:5]([N+:9]([O-:11])=[O:10])[C:4]=1[F:12].Cl.[CH3:14][NH:15][CH3:16].C(N(CC)CC)C. The catalyst is C(Cl)Cl. The product is [F:12][C:4]1[C:5]([N+:9]([O-:11])=[O:10])=[CH:6][CH:7]=[CH:8][C:3]=1[CH2:2][N:15]([CH3:16])[CH3:14]. The yield is 0.760. (5) The reactants are [S:1]1[CH:5]=[CH:4][N:3]=[CH:2]1.C([Li])CCC.[CH2:11]([O:13][C:14]1[CH:15]=[C:16]([C:23]2[S:24][CH:25]=[C:26]([CH2:28][CH2:29][C:30](N(OC)C)=[O:31])[N:27]=2)[CH:17]=[CH:18][C:19]=1[O:20][CH2:21][CH3:22])[CH3:12].[Cl-].[NH4+]. The product is [CH2:11]([O:13][C:14]1[CH:15]=[C:16]([C:23]2[S:24][CH:25]=[C:26]([CH2:28][CH2:29][C:30]([C:2]3[S:1][CH:5]=[CH:4][N:3]=3)=[O:31])[N:27]=2)[CH:17]=[CH:18][C:19]=1[O:20][CH2:21][CH3:22])[CH3:12]. The catalyst is C1COCC1.CCCCCC. The yield is 0.660.